Dataset: Reaction yield outcomes from USPTO patents with 853,638 reactions. Task: Predict the reaction yield, written as a fraction of the theoretical maximum amount of product (1.0 means a 100% yield; for example, 0.34 means a 34% yield). (1) The reactants are [NH2:1][CH2:2][C:3]1[N:4]=[C:5]([NH:8][C:9]([NH:11][C:12]2[CH:17]=[CH:16][C:15]([CH3:18])=[CH:14][C:13]=2[C:19]([CH:21]2[CH2:25][CH2:24][CH2:23][CH2:22]2)=[O:20])=[O:10])[S:6][CH:7]=1.[C:26]([O:30][CH3:31])(=[O:29])[CH:27]=[CH2:28].C([O-])([O-])=[O:33].[Cs+].[Cs+].[CH2:38]1[CH2:42][O:41][CH2:40][CH2:39]1. No catalyst specified. The product is [CH3:31][O:30][C:26](=[O:29])[CH2:27][CH2:28][N:1]([CH2:2][C:3]1[N:4]=[C:5]([NH:8][C:9]([NH:11][C:12]2[CH:17]=[CH:16][C:15]([CH3:18])=[CH:14][C:13]=2[C:19]([CH:21]2[CH2:25][CH2:24][CH2:23][CH2:22]2)=[O:20])=[O:10])[S:6][CH:7]=1)[CH2:38][CH2:39][C:40]([O:41][CH3:42])=[O:33]. The yield is 0.860. (2) The catalyst is CO.CCOC(C)=O.O.C1(C)C=CC(S(O)(=O)=O)=CC=1. The reactants are [NH2:1][C:2]1[C:3]([NH:21][CH:22]2[CH:26]([CH2:27][CH3:28])[CH2:25][CH:24]([NH:29][S:30]([CH:33]3[CH2:35][CH2:34]3)(=[O:32])=[O:31])[CH2:23]2)=[C:4]2[CH:10]=[CH:9][N:8]([S:11]([C:14]3[CH:20]=[CH:19][C:17]([CH3:18])=[CH:16][CH:15]=3)(=[O:13])=[O:12])[C:5]2=[N:6][CH:7]=1.[CH3:36][C@H](NC([C@H]1N(C([C@@H](NC([C@@H](N)CC2C=CC(O)=CC=2)=O)CC(O)=O)=O)CCC1)=O)C(N1[C@H](C(N2[C@H](C(N3[C@H](C(N4[C@H](C(N5[C@H](C(N6[C@H](C(O)=O)CCC6)=O)CCC5)=O)CCC4)=O)CCC3)=O)CCC2)=O)CCC1)=O. The yield is 0.990. The product is [CH2:27]([CH:26]1[CH:22]([N:21]2[C:3]3=[C:4]4[CH:10]=[CH:9][N:8]([S:11]([C:14]5[CH:15]=[CH:16][C:17]([CH3:18])=[CH:19][CH:20]=5)(=[O:12])=[O:13])[C:5]4=[N:6][CH:7]=[C:2]3[N:1]=[CH:36]2)[CH2:23][CH:24]([NH:29][S:30]([CH:33]2[CH2:35][CH2:34]2)(=[O:31])=[O:32])[CH2:25]1)[CH3:28]. (3) The catalyst is O. The yield is 0.340. The reactants are [CH3:1][N:2]([S:28]([C:31]1[S:32][CH:33]=[CH:34][CH:35]=1)(=[O:30])=[O:29])[C:3]1[CH:4]=[C:5]([O:23][C:24]([F:27])([F:26])[F:25])[CH:6]=[C:7]2[C:11]=1[NH:10][C:9]([C:12]1[S:13][CH:14]([CH2:17][C:18](OCC)=[O:19])[CH2:15][N:16]=1)=[CH:8]2.O1CCCC1.CO.[BH4-].[Li+]. The product is [OH:19][CH2:18][CH2:17][CH:14]1[S:13][C:12]([C:9]2[NH:10][C:11]3[C:7]([CH:8]=2)=[CH:6][C:5]([O:23][C:24]([F:26])([F:25])[F:27])=[CH:4][C:3]=3[N:2]([CH3:1])[S:28]([C:31]2[S:32][CH:33]=[CH:34][CH:35]=2)(=[O:30])=[O:29])=[N:16][CH2:15]1. (4) The reactants are Br[C:2]1[CH:3]=[CH:4][C:5]([O:8][C:9]2[CH:14]=[CH:13][C:12]([F:15])=[C:11]([F:16])[CH:10]=2)=[N:6][CH:7]=1.C([Mg]Cl)(C)C.[I:22]I.[NH4+].[Cl-]. The catalyst is O1CCCC1.CCOC(C)=O. The product is [F:16][C:11]1[CH:10]=[C:9]([CH:14]=[CH:13][C:12]=1[F:15])[O:8][C:5]1[CH:4]=[CH:3][C:2]([I:22])=[CH:7][N:6]=1. The yield is 0.617. (5) The reactants are [CH3:1][C:2]1[C:3]([Sn](CCCC)(CCCC)CCCC)=[N:4][CH:5]=[CH:6][CH:7]=1.[C:21]([O:25][C:26](=[O:45])[N:27]([CH2:29][C:30]1[CH:34]=[C:33](Br)[N:32]([S:36]([C:39]2[CH:40]=[N:41][CH:42]=[CH:43][CH:44]=2)(=[O:38])=[O:37])[CH:31]=1)[CH3:28])([CH3:24])([CH3:23])[CH3:22]. The catalyst is C1(C)C=CC=CC=1.C1C=CC([P]([Pd]([P](C2C=CC=CC=2)(C2C=CC=CC=2)C2C=CC=CC=2)([P](C2C=CC=CC=2)(C2C=CC=CC=2)C2C=CC=CC=2)[P](C2C=CC=CC=2)(C2C=CC=CC=2)C2C=CC=CC=2)(C2C=CC=CC=2)C2C=CC=CC=2)=CC=1. The product is [CH3:28][N:27]([CH2:29][C:30]1[CH:34]=[C:33]([C:3]2[C:2]([CH3:1])=[CH:7][CH:6]=[CH:5][N:4]=2)[N:32]([S:36]([C:39]2[CH:40]=[N:41][CH:42]=[CH:43][CH:44]=2)(=[O:38])=[O:37])[CH:31]=1)[C:26](=[O:45])[O:25][C:21]([CH3:24])([CH3:22])[CH3:23]. The yield is 0.220. (6) The reactants are [C:1]([NH:8][C@H](C(O)=O)CC)([O:3][C:4]([CH3:7])([CH3:6])[CH3:5])=[O:2].O[N:16]1[C:21](=[O:22])[CH2:20][CH2:19][C:17]1=O.[CH2:23]1CCC(N=C=NC2CCCCC2)CC1. The catalyst is C(Cl)Cl. The product is [CH3:23][C@@H:20]([CH:19]([NH:8][C:1]([O:3][C:4]([CH3:7])([CH3:6])[CH3:5])=[O:2])[CH3:17])[C:21]([NH2:16])=[O:22]. The yield is 0.880. (7) The reactants are [CH2:1]([N:3]([CH2:29][CH3:30])[CH2:4][CH2:5][CH2:6][N:7]([CH3:28])[C:8]([NH:10][C:11]1[CH:16]=[C:15]([O:17][C:18]2[CH:23]=[CH:22][C:21]([N+:24]([O-])=O)=[CH:20][C:19]=2[F:27])[CH:14]=[CH:13][N:12]=1)=[O:9])[CH3:2].O1CCCC1. The catalyst is CO.[C].[Pd]. The product is [CH2:29]([N:3]([CH2:1][CH3:2])[CH2:4][CH2:5][CH2:6][N:7]([CH3:28])[C:8]([NH:10][C:11]1[CH:16]=[C:15]([O:17][C:18]2[CH:23]=[CH:22][C:21]([NH2:24])=[CH:20][C:19]=2[F:27])[CH:14]=[CH:13][N:12]=1)=[O:9])[CH3:30]. The yield is 0.856. (8) The reactants are [Cl:1][C:2]1[CH:7]=[C:6]([C:8]2[N:12]([CH2:13][C:14]([O:16]CC3C=CC=CC=3)=[O:15])[C:11]([CH3:24])=[C:10]([CH2:25][C:26]3[CH:31]=[CH:30][CH:29]=[CH:28][C:27]=3[S:32]([C:35]3[CH:40]=[CH:39][CH:38]=[CH:37][CH:36]=3)(=[O:34])=[O:33])[CH:9]=2)[CH:5]=[CH:4][N:3]=1.CO.O.[OH-].[Na+]. The catalyst is O1CCCC1. The product is [Cl:1][C:2]1[CH:7]=[C:6]([C:8]2[N:12]([CH2:13][C:14]([OH:16])=[O:15])[C:11]([CH3:24])=[C:10]([CH2:25][C:26]3[CH:31]=[CH:30][CH:29]=[CH:28][C:27]=3[S:32]([C:35]3[CH:40]=[CH:39][CH:38]=[CH:37][CH:36]=3)(=[O:33])=[O:34])[CH:9]=2)[CH:5]=[CH:4][N:3]=1. The yield is 0.580. (9) The reactants are [F:1][C:2]1[CH:7]=[CH:6][C:5]([C:8]2[C:12]([CH2:13][OH:14])=[C:11](/[CH:15]=[CH:16]/[C:17]3[CH:22]=[CH:21][CH:20]=[CH:19][CH:18]=3)[O:10][N:9]=2)=[CH:4][CH:3]=1.[CH2:23]([O:25][C:26]([C:28]1[CH:33]=[CH:32][C:31](O)=[CH:30][N:29]=1)=[O:27])[CH3:24].C1(P(C2C=CC=CC=2)C2C=CC=CC=2)C=CC=CC=1.N(C(OCC)=O)=NC(OCC)=O. The catalyst is C1COCC1. The product is [CH2:23]([O:25][C:26]([C:28]1[CH:33]=[CH:32][C:31]([O:14][CH2:13][C:12]2[C:8]([C:5]3[CH:4]=[CH:3][C:2]([F:1])=[CH:7][CH:6]=3)=[N:9][O:10][C:11]=2/[CH:15]=[CH:16]/[C:17]2[CH:18]=[CH:19][CH:20]=[CH:21][CH:22]=2)=[CH:30][N:29]=1)=[O:27])[CH3:24]. The yield is 0.470.